This data is from Forward reaction prediction with 1.9M reactions from USPTO patents (1976-2016). The task is: Predict the product of the given reaction. Given the reactants [F:1][C:2]1[CH:23]=[CH:22][C:5]([CH2:6][C:7]2[N:11]([CH2:12][C:13](O)=[O:14])[N:10]=[C:9]([C:16]3[CH:21]=[CH:20][N:19]=[CH:18][CH:17]=3)[CH:8]=2)=[CH:4][CH:3]=1.C1C=CC2N(O)N=NC=2C=1.CCN=C=NCCCN(C)C.CN1CCOCC1.Cl.[NH:53]1[CH2:58][CH2:57][CH:56]([N:59]2[CH2:63][CH2:62][CH2:61][C:60]2=[O:64])[CH2:55][CH2:54]1, predict the reaction product. The product is: [F:1][C:2]1[CH:23]=[CH:22][C:5]([CH2:6][C:7]2[N:11]([CH2:12][C:13]([N:53]3[CH2:54][CH2:55][CH:56]([N:59]4[CH2:63][CH2:62][CH2:61][C:60]4=[O:64])[CH2:57][CH2:58]3)=[O:14])[N:10]=[C:9]([C:16]3[CH:17]=[CH:18][N:19]=[CH:20][CH:21]=3)[CH:8]=2)=[CH:4][CH:3]=1.